Dataset: Catalyst prediction with 721,799 reactions and 888 catalyst types from USPTO. Task: Predict which catalyst facilitates the given reaction. (1) Reactant: O[CH:2]([C:21]1[CH:26]=[CH:25][CH:24]=[CH:23][C:22]=1[S:27]([N:30]1[CH2:34][CH2:33][CH2:32][CH2:31]1)(=[O:29])=[O:28])[C:3]1[C:7]2[C:8](=[O:19])[N:9](C(OC(C)(C)C)=O)[CH2:10][CH2:11][C:6]=2[NH:5][C:4]=1[CH3:20].C([SiH](CC)CC)C.C(O)(C(F)(F)F)=O. Product: [CH3:20][C:4]1[NH:5][C:6]2[CH2:11][CH2:10][NH:9][C:8](=[O:19])[C:7]=2[C:3]=1[CH2:2][C:21]1[CH:26]=[CH:25][CH:24]=[CH:23][C:22]=1[S:27]([N:30]1[CH2:34][CH2:33][CH2:32][CH2:31]1)(=[O:29])=[O:28]. The catalyst class is: 2. (2) Reactant: [C:1]([NH:5][C:6](=[O:35])[C:7]1[CH:12]=[CH:11][CH:10]=[C:9]([O:13][C:14]2[CH:19]=[CH:18][C:17]([NH:20][C:21]3[C:31]4[CH:30]=[C:29]([CH:32]=O)[CH2:28][CH2:27][NH:26][C:25]=4[N:24]=[CH:23][N:22]=3)=[CH:16][C:15]=2[Cl:34])[CH:8]=1)([CH3:4])([CH3:3])[CH3:2].Cl.[C:37]([O:41][NH2:42])([CH3:40])([CH3:39])[CH3:38].C([O-])(=O)C.[Na+]. Product: [C:37]([O:41][N:42]=[CH:32][C:29]1[CH2:28][CH2:27][NH:26][C:25]2[N:24]=[CH:23][N:22]=[C:21]([NH:20][C:17]3[CH:18]=[CH:19][C:14]([O:13][C:9]4[CH:8]=[C:7]([CH:12]=[CH:11][CH:10]=4)[C:6]([NH:5][C:1]([CH3:4])([CH3:2])[CH3:3])=[O:35])=[C:15]([Cl:34])[CH:16]=3)[C:31]=2[CH:30]=1)([CH3:40])([CH3:39])[CH3:38]. The catalyst class is: 8. (3) Reactant: [Br:1][C:2]1[C:3]([NH2:18])=[C:4]([N+:15]([O-])=O)[C:5]([N:8]2[CH2:13][CH2:12][N:11]([CH3:14])[CH2:10][CH2:9]2)=[N:6][CH:7]=1.[O-]S(S([O-])=O)=O.[Na+].[Na+].O. Product: [Br:1][C:2]1[C:3]([NH2:18])=[C:4]([NH2:15])[C:5]([N:8]2[CH2:9][CH2:10][N:11]([CH3:14])[CH2:12][CH2:13]2)=[N:6][CH:7]=1. The catalyst class is: 8. (4) The catalyst class is: 20. Reactant: [Br:1][C:2]1[CH:7]=[CH:6][CH:5]=[CH:4][C:3]=1[S:8]([NH:11][C:12]1[C:13]([C:23]([N:25]2[CH2:30][CH2:29][O:28][CH2:27][CH2:26]2)=[O:24])=[N:14][N:15]([C:17]2[CH:22]=[CH:21][CH:20]=[CH:19][CH:18]=2)[CH:16]=1)(=[O:10])=[O:9].[H-].[Na+].IC.[CH2:35](Cl)Cl. Product: [Br:1][C:2]1[CH:7]=[CH:6][CH:5]=[CH:4][C:3]=1[S:8]([N:11]([CH3:35])[C:12]1[C:13]([C:23]([N:25]2[CH2:26][CH2:27][O:28][CH2:29][CH2:30]2)=[O:24])=[N:14][N:15]([C:17]2[CH:22]=[CH:21][CH:20]=[CH:19][CH:18]=2)[CH:16]=1)(=[O:9])=[O:10]. (5) Reactant: [CH3:1][N:2]([CH3:35])[C:3]1([C:29]2[CH:34]=[CH:33][CH:32]=[CH:31][CH:30]=2)[CH2:8][CH2:7][CH:6]([CH2:9][NH:10][C:11]([N:13]2[CH2:18][CH2:17][CH:16]([C:19]3[C:27]4[C:22](=[CH:23][CH:24]=[C:25]([Cl:28])[CH:26]=4)[NH:21][CH:20]=3)[CH2:15][CH2:14]2)=[O:12])[CH2:5][CH2:4]1.C(O)C.[C:39]([OH:51])(=[O:50])[CH2:40][C:41]([CH2:46][C:47]([OH:49])=[O:48])([C:43]([OH:45])=[O:44])[OH:42]. Product: [C:39]([OH:51])(=[O:50])[CH2:40][C:41]([CH2:46][C:47]([OH:49])=[O:48])([C:43]([OH:45])=[O:44])[OH:42].[CH3:1][N:2]([CH3:35])[C:3]1([C:29]2[CH:30]=[CH:31][CH:32]=[CH:33][CH:34]=2)[CH2:8][CH2:7][CH:6]([CH2:9][NH:10][C:11]([N:13]2[CH2:14][CH2:15][CH:16]([C:19]3[C:27]4[C:22](=[CH:23][CH:24]=[C:25]([Cl:28])[CH:26]=4)[NH:21][CH:20]=3)[CH2:17][CH2:18]2)=[O:12])[CH2:5][CH2:4]1. The catalyst class is: 27.